From a dataset of Full USPTO retrosynthesis dataset with 1.9M reactions from patents (1976-2016). Predict the reactants needed to synthesize the given product. (1) Given the product [C:33]([S:35][C@H:10]1[C@@H:9]([O:8][CH2:1][C:2]2[CH:3]=[CH:4][CH:5]=[CH:6][CH:7]=2)[C@H:15]([CH2:16][O:17][CH2:18][C:19]2[CH:24]=[CH:23][CH:22]=[CH:21][CH:20]=2)[O:14][CH:11]1[O:12][CH3:13])(=[O:36])[CH3:34], predict the reactants needed to synthesize it. The reactants are: [CH2:1]([O:8][C@H:9]1[C@H:15]([CH2:16][O:17][CH2:18][C:19]2[CH:24]=[CH:23][CH:22]=[CH:21][CH:20]=2)[O:14][CH:11]([O:12][CH3:13])[C@@H:10]1OS(C(F)(F)F)(=O)=O)[C:2]1[CH:7]=[CH:6][CH:5]=[CH:4][CH:3]=1.[C:33]([O-:36])(=[S:35])[CH3:34].[K+]. (2) Given the product [ClH:36].[CH3:27][NH:28][C:29]([C:31]1[N:32]=[C:33]([O:26][CH2:25][CH2:24][CH2:23][N:20]2[CH2:19][CH2:18][N:17]([C:13]3[C:10]4[CH:11]=[CH:12][S:8][C:9]=4[CH:16]=[CH:15][CH:14]=3)[CH2:22][CH2:21]2)[S:34][CH:35]=1)=[O:30], predict the reactants needed to synthesize it. The reactants are: [H-].[Na+].CN(C=O)C.[S:8]1[CH:12]=[CH:11][C:10]2[C:13]([N:17]3[CH2:22][CH2:21][N:20]([CH2:23][CH2:24][CH2:25][OH:26])[CH2:19][CH2:18]3)=[CH:14][CH:15]=[CH:16][C:9]1=2.[CH3:27][NH:28][C:29]([C:31]1[N:32]=[C:33]([Cl:36])[S:34][CH:35]=1)=[O:30].